Task: Predict the product of the given reaction.. Dataset: Forward reaction prediction with 1.9M reactions from USPTO patents (1976-2016) (1) Given the reactants Cl[C:2]1[CH:7]=[C:6]([O:8][CH2:9][C:10]#[C:11][CH3:12])[N:5]=[CH:4][N:3]=1.[NH:13]1[CH2:18][CH:17]=[CH:16][CH2:15][CH2:14]1, predict the reaction product. The product is: [CH2:9]([O:8][C:6]1[N:5]=[CH:4][N:3]=[C:2]([N:13]2[CH2:14][CH:15]=[CH:16][CH2:17][CH2:18]2)[CH:7]=1)[C:10]#[C:11][CH3:12]. (2) Given the reactants [N:1]1[C:10]2[C:5](=[CH:6][C:7]([NH:11][C:12]([C:14]3[C:18]4[N:19]=[C:20](Cl)[N:21]=[CH:22][C:17]=4[S:16][CH:15]=3)=[O:13])=[CH:8][CH:9]=2)[CH:4]=[CH:3][CH:2]=1.[C@@H:24]1([NH2:31])[CH2:29][CH2:28][CH2:27][CH2:26][C@@H:25]1[NH2:30].O.ClCCl, predict the reaction product. The product is: [N:1]1[C:10]2[C:5](=[CH:6][C:7]([NH:11][C:12]([C:14]3[C:18]4[N:19]=[C:20]([NH:30][C@@H:25]5[CH2:26][CH2:27][CH2:28][CH2:29][C@@H:24]5[NH2:31])[N:21]=[CH:22][C:17]=4[S:16][CH:15]=3)=[O:13])=[CH:8][CH:9]=2)[CH:4]=[CH:3][CH:2]=1. (3) Given the reactants [C:1]1([CH3:12])[CH:6]=[CH:5][CH:4]=[C:3]([CH:7]([CH3:11])[C:8](O)=[O:9])[CH:2]=1.C(N(CC)CC)C.ClC(OCC)=O.[N-:26]=[N+:27]=[N-:28].[Na+], predict the reaction product. The product is: [C:1]1([CH3:12])[CH:6]=[CH:5][CH:4]=[C:3]([CH:7]([CH3:11])[C:8]([N:26]=[N+:27]=[N-:28])=[O:9])[CH:2]=1. (4) Given the reactants N#N.CS(O[CH2:8][CH:9]([OH:39])[C:10]([NH:12][C:13]1[CH:18]=[CH:17][CH:16]=[C:15]([NH:19][C:20]2[C:25]([F:26])=[CH:24][N:23]=[C:22]([NH:27][C:28]3[CH:33]=[CH:32][C:31]([O:34][CH2:35][CH2:36][O:37][CH3:38])=[CH:30][CH:29]=3)[N:21]=2)[CH:14]=1)=[O:11])(=O)=O.C1COCC1.[H-].[Na+], predict the reaction product. The product is: [F:26][C:25]1[C:20]([NH:19][C:15]2[CH:14]=[C:13]([NH:12][C:10]([CH:9]3[CH2:8][O:39]3)=[O:11])[CH:18]=[CH:17][CH:16]=2)=[N:21][C:22]([NH:27][C:28]2[CH:29]=[CH:30][C:31]([O:34][CH2:35][CH2:36][O:37][CH3:38])=[CH:32][CH:33]=2)=[N:23][CH:24]=1.